From a dataset of Catalyst prediction with 721,799 reactions and 888 catalyst types from USPTO. Predict which catalyst facilitates the given reaction. Reactant: [F:1][C:2]([F:18])([F:17])[C:3]1[C:7]([C:8]([F:11])([F:10])[F:9])=[C:6]([C:12]([O:14]CC)=[O:13])[NH:5][N:4]=1.[C:19](=O)([O-])[O-].[K+].[K+].IC.[OH-].[Na+]. Product: [CH3:19][N:5]1[C:6]([C:12]([OH:14])=[O:13])=[C:7]([C:8]([F:11])([F:10])[F:9])[C:3]([C:2]([F:18])([F:17])[F:1])=[N:4]1. The catalyst class is: 95.